Dataset: Full USPTO retrosynthesis dataset with 1.9M reactions from patents (1976-2016). Task: Predict the reactants needed to synthesize the given product. (1) Given the product [CH2:23]([O:22][C:20]([NH:1][C:2]1[CH:19]=[CH:18][C:5]2[CH2:6][N:7]([C:11]([O:13][C:14]([CH3:16])([CH3:15])[CH3:17])=[O:12])[CH2:8][CH2:9][CH2:10][C:4]=2[CH:3]=1)=[O:21])[C:24]1[CH:29]=[CH:28][CH:27]=[CH:26][CH:25]=1, predict the reactants needed to synthesize it. The reactants are: [NH2:1][C:2]1[CH:19]=[CH:18][C:5]2[CH2:6][N:7]([C:11]([O:13][C:14]([CH3:17])([CH3:16])[CH3:15])=[O:12])[CH2:8][CH2:9][CH2:10][C:4]=2[CH:3]=1.[C:20](Cl)([O:22][CH2:23][C:24]1[CH:29]=[CH:28][CH:27]=[CH:26][CH:25]=1)=[O:21].C(N(CC)CC)C.O. (2) Given the product [Cl:8][C:6]1[N:5]=[C:4]([NH:9][CH2:10][CH2:11][CH3:12])[N:3]=[C:2]([NH:17][CH2:14][C:15]#[CH:16])[CH:7]=1, predict the reactants needed to synthesize it. The reactants are: Cl[C:2]1[CH:7]=[C:6]([Cl:8])[N:5]=[C:4]([NH:9][CH2:10][CH2:11][CH3:12])[N:3]=1.Cl.[CH2:14]([NH2:17])[C:15]#[CH:16].C(N(CC)C(C)C)(C)C.O.